This data is from Reaction yield outcomes from USPTO patents with 853,638 reactions. The task is: Predict the reaction yield, written as a fraction of the theoretical maximum amount of product (1.0 means a 100% yield; for example, 0.34 means a 34% yield). (1) The yield is 0.767. The catalyst is O. The product is [CH2:1]([O:8][C:9](=[O:26])[C:10]1[CH:15]=[C:14]([C:16]#[N:31])[CH:13]=[CH:12][C:11]=1[O:18][CH2:19][C:20]1[CH:25]=[CH:24][CH:23]=[CH:22][CH:21]=1)[C:2]1[CH:7]=[CH:6][CH:5]=[CH:4][CH:3]=1. The reactants are [CH2:1]([O:8][C:9](=[O:26])[C:10]1[CH:15]=[C:14]([CH:16]=O)[CH:13]=[CH:12][C:11]=1[O:18][CH2:19][C:20]1[CH:25]=[CH:24][CH:23]=[CH:22][CH:21]=1)[C:2]1[CH:7]=[CH:6][CH:5]=[CH:4][CH:3]=1.Cl.NO.C[N:31]1CCCC1=O.Cl. (2) The reactants are [CH2:1]([O:3][C:4](=[O:47])[CH2:5][CH2:6][C:7]1([CH3:46])[O:11][C@@H:10]2[C@@H:12]([CH2:23][O:24]C(C3C=CC(OC)=CC=3)(C3C=CC=CC=3)C3C=CC=CC=3)[O:13][C@@H:14]([N:15]3[C:20](=[O:21])[NH:19][C:18](=[O:22])[CH:17]=[N:16]3)[C@@H:9]2[O:8]1)[CH3:2].C(=O)([O-])[O-].[K+].[K+].[CH2:54](Br)[CH:55]=[C:56]([CH2:58][CH2:59][CH:60]=[C:61]([CH2:63][CH2:64][CH:65]=[C:66]([CH3:68])[CH3:67])[CH3:62])[CH3:57]. The catalyst is O. The product is [CH2:1]([O:3][C:4](=[O:47])[CH2:5][CH2:6][C:7]1([CH3:46])[O:11][C@@H:10]2[C@@H:12]([CH2:23][OH:24])[O:13][C@@H:14]([N:15]3[C:20](=[O:21])[N:19]([CH2:54]/[CH:55]=[C:56](\[CH3:57])/[CH2:58][CH2:59]/[CH:60]=[C:61](\[CH3:62])/[CH2:63][CH2:64][CH:65]=[C:66]([CH3:68])[CH3:67])[C:18](=[O:22])[CH:17]=[N:16]3)[C@@H:9]2[O:8]1)[CH3:2]. The yield is 0.720.